From a dataset of Forward reaction prediction with 1.9M reactions from USPTO patents (1976-2016). Predict the product of the given reaction. (1) Given the reactants [CH3:1][CH:2]1[CH2:7][CH2:6][CH2:5][N:4]([C:8]2[CH:9]=[CH:10][C:11]3[CH2:12][N:13](C(OC(C)(C)C)=O)[CH2:14][CH2:15][O:16][C:17]=3[N:18]=2)[CH2:3]1.Cl.C(OCC)(=O)C, predict the reaction product. The product is: [CH3:1][CH:2]1[CH2:7][CH2:6][CH2:5][N:4]([C:8]2[CH:9]=[CH:10][C:11]3[CH2:12][NH:13][CH2:14][CH2:15][O:16][C:17]=3[N:18]=2)[CH2:3]1. (2) Given the reactants [CH3:1][C:2]1[CH:6]=[CH:5][NH:4][N:3]=1.I[C:8]1[CH:13]=[CH:12][C:11]([OH:14])=[CH:10][CH:9]=1.C(=O)([O-])[O-].[K+].[K+].CN[C@@H]1CCCC[C@H]1NC, predict the reaction product. The product is: [CH3:1][C:2]1[CH:6]=[CH:5][N:4]([C:8]2[CH:13]=[CH:12][C:11]([OH:14])=[CH:10][CH:9]=2)[N:3]=1.